This data is from Full USPTO retrosynthesis dataset with 1.9M reactions from patents (1976-2016). The task is: Predict the reactants needed to synthesize the given product. Given the product [CH3:24][C:21]1[CH:20]=[CH:19][C:18]([CH2:17][O:16][CH2:15][CH2:14][CH:11]2[CH2:10][CH2:9][NH:8][CH2:13][CH2:12]2)=[CH:23][CH:22]=1, predict the reactants needed to synthesize it. The reactants are: C(OC([N:8]1[CH2:13][CH2:12][CH:11]([CH2:14][CH2:15][O:16][CH2:17][C:18]2[CH:23]=[CH:22][C:21]([CH3:24])=[CH:20][CH:19]=2)[CH2:10][CH2:9]1)=O)(C)(C)C.Cl.CCOCC.